From a dataset of Blood-brain barrier permeability classification from the B3DB database. Regression/Classification. Given a drug SMILES string, predict its absorption, distribution, metabolism, or excretion properties. Task type varies by dataset: regression for continuous measurements (e.g., permeability, clearance, half-life) or binary classification for categorical outcomes (e.g., BBB penetration, CYP inhibition). Dataset: b3db_classification. (1) The result is 1 (penetrates BBB). The compound is CN1C2CC(OC(=O)C(CO)c3ccccc3)CC1C1OC12. (2) The drug is CN(C)[C@H]1C(=O)C(C(N)=O)=C(O)[C@]2(O)C(=O)C3=C(O)c4c(O)cccc4[C@](C)(O)[C@@H]3C[C@H]12. The result is 0 (does not penetrate BBB). (3) The molecule is O=C1NCN(c2ccccc2)C12CCN(C[C@@H]1COc3ccccc3O1)CC2. The result is 1 (penetrates BBB). (4) The compound is C=CC1=C(C(=O)O)N2C(=O)C(NC(=O)/C(=N\OCC(=O)O)c3csc(N)n3)[C@@H]2SC1. The result is 0 (does not penetrate BBB). (5) The drug is CC(C)COC[C@H](CN(Cc1ccccc1)c1ccccc1)N1CCCC1. The result is 0 (does not penetrate BBB). (6) The drug is NC/C(=C/F)CCc1ccc(F)cc1. The result is 1 (penetrates BBB). (7) The drug is CCOC(=O)C(CCc1ccccc1)NC(C)C(=O)N1C(C(=O)O)CC2CCCCC21. The result is 0 (does not penetrate BBB).